Dataset: Full USPTO retrosynthesis dataset with 1.9M reactions from patents (1976-2016). Task: Predict the reactants needed to synthesize the given product. (1) The reactants are: [N+:1]([O-:4])(O)=[O:2].[F:5][C:6]1[CH:16]=[C:15]([F:17])[CH:14]=[CH:13][C:7]=1[C:8]([O:10][CH2:11][CH3:12])=[O:9]. Given the product [F:5][C:6]1[CH:16]=[C:15]([F:17])[C:14]([N+:1]([O-:4])=[O:2])=[CH:13][C:7]=1[C:8]([O:10][CH2:11][CH3:12])=[O:9], predict the reactants needed to synthesize it. (2) Given the product [C:1]([O:5][C:6](=[O:7])[NH:8][CH2:9][C:10]([NH2:19])=[O:12])([CH3:4])([CH3:3])[CH3:2], predict the reactants needed to synthesize it. The reactants are: [C:1]([O:5][C:6]([NH:8][CH2:9][C:10]([OH:12])=O)=[O:7])([CH3:4])([CH3:3])[CH3:2].C1C=CC2N(O)N=[N:19]C=2C=1.CCN=C=NCCCN(C)C.Cl.[NH4+].[Cl-].CCN(C(C)C)C(C)C. (3) Given the product [CH3:29][NH:30][CH2:31][CH2:32][NH:33][C:11]([C:9]1[CH:8]=[CH:7][C:6]2[N:2]([CH3:1])[C:3]([NH:14][C:15]3[S:16][C:17]4[CH:23]=[C:22]([O:24][C:25]([F:26])([F:28])[F:27])[CH:21]=[CH:20][C:18]=4[N:19]=3)=[N:4][C:5]=2[CH:10]=1)=[O:12], predict the reactants needed to synthesize it. The reactants are: [CH3:1][N:2]1[C:6]2[CH:7]=[CH:8][C:9]([C:11](O)=[O:12])=[CH:10][C:5]=2[N:4]=[C:3]1[NH:14][C:15]1[S:16][C:17]2[CH:23]=[C:22]([O:24][C:25]([F:28])([F:27])[F:26])[CH:21]=[CH:20][C:18]=2[N:19]=1.[CH3:29][NH:30][CH2:31][CH2:32][NH2:33].CN(C(ON1N=NC2C=CC=CC1=2)=[N+](C)C)C.F[P-](F)(F)(F)(F)F.CCN(C(C)C)C(C)C. (4) Given the product [Br:16][C:17]1[CH:18]=[C:19]2[C:23](=[CH:24][CH:25]=1)[CH2:22][C@@H:21]([NH:26][C:34](=[O:35])[O:36][CH2:37][C:38]1[CH:43]=[CH:42][CH:41]=[CH:40][CH:39]=1)[CH2:20]2, predict the reactants needed to synthesize it. The reactants are: CC1(C)[C@@H]2CC[C@@]1(CS(O)(=O)=O)C(=O)C2.[Br:16][C:17]1[CH:18]=[C:19]2[C:23](=[CH:24][CH:25]=1)[CH2:22][C@@H:21]([NH2:26])[CH2:20]2.C(=O)([O-])[O-].[K+].[K+].Cl[C:34]([O:36][CH2:37][C:38]1[CH:43]=[CH:42][CH:41]=[CH:40][CH:39]=1)=[O:35].